This data is from Forward reaction prediction with 1.9M reactions from USPTO patents (1976-2016). The task is: Predict the product of the given reaction. Given the reactants [C:1]([O:5][C:6]([NH:8][C@H:9]([CH2:12][O:13][CH2:14][C:15]1[CH:20]=[CH:19][CH:18]=[C:17]([C:21]([O:23]CC=C)=[O:22])[CH:16]=1)[C:10]#[N:11])=[O:7])([CH3:4])([CH3:3])[CH3:2].N1CCOCC1, predict the reaction product. The product is: [C:1]([O:5][C:6]([NH:8][C@H:9]([CH2:12][O:13][CH2:14][C:15]1[CH:20]=[CH:19][CH:18]=[C:17]([C:21]([OH:23])=[O:22])[CH:16]=1)[C:10]#[N:11])=[O:7])([CH3:4])([CH3:2])[CH3:3].